From a dataset of Full USPTO retrosynthesis dataset with 1.9M reactions from patents (1976-2016). Predict the reactants needed to synthesize the given product. (1) Given the product [C:1]([O:5][C:6]([N:8]1[CH2:13][CH2:12][N:11]([S:14]([CH2:17][C@H:18]([CH3:29])[C:19]([OH:21])=[O:20])(=[O:16])=[O:15])[CH2:10][CH2:9]1)=[O:7])([CH3:4])([CH3:2])[CH3:3], predict the reactants needed to synthesize it. The reactants are: [C:1]([O:5][C:6]([N:8]1[CH2:13][CH2:12][N:11]([S:14]([CH2:17][C@H:18]([CH3:29])[C:19]([O:21]CC2C=CC=CC=2)=[O:20])(=[O:16])=[O:15])[CH2:10][CH2:9]1)=[O:7])([CH3:4])([CH3:3])[CH3:2]. (2) Given the product [F:1][C:2]1[CH:3]=[C:4]2[C:11]([C:12]3[N:13]=[N:14][C:15]4[C:20]([CH3:21])([CH3:22])[C:19](=[O:23])[NH:18][C:16]=4[N:17]=3)=[N:10][N:9]([CH2:31][C:32]3[C:33]([F:40])=[CH:34][CH:35]=[C:36]([F:39])[C:37]=3[F:38])[C:5]2=[N:6][C:7]=1[CH3:8], predict the reactants needed to synthesize it. The reactants are: [F:1][C:2]1[CH:3]=[C:4]2[C:11]([C:12]3[N:13]=[N:14][C:15]4[C:20]([CH3:22])([CH3:21])[C:19](=[O:23])[NH:18][C:16]=4[N:17]=3)=[N:10][NH:9][C:5]2=[N:6][C:7]=1[CH3:8].C(=O)([O-])[O-].[Cs+].[Cs+].Br[CH2:31][C:32]1[C:37]([F:38])=[C:36]([F:39])[CH:35]=[CH:34][C:33]=1[F:40]. (3) Given the product [N:1]1([C:7]2[N:15]=[C:14]([C:16]3[CH:17]=[C:18]([OH:22])[CH:19]=[CH:20][CH:21]=3)[N:13]=[C:12]3[C:8]=2[N:9]=[CH:10][N:11]3[CH:23]2[CH2:28][CH2:27][N:26]([CH2:39][C:34]3[CH:35]=[CH:36][CH:37]=[CH:38][N:33]=3)[CH2:25][CH2:24]2)[CH2:6][CH2:5][O:4][CH2:3][CH2:2]1, predict the reactants needed to synthesize it. The reactants are: [N:1]1([C:7]2[N:15]=[C:14]([C:16]3[CH:17]=[C:18]([OH:22])[CH:19]=[CH:20][CH:21]=3)[N:13]=[C:12]3[C:8]=2[N:9]=[CH:10][N:11]3[CH:23]2[CH2:28][CH2:27][NH:26][CH2:25][CH2:24]2)[CH2:6][CH2:5][O:4][CH2:3][CH2:2]1.[BH3-]C#N.[Na+].[N:33]1[CH:38]=[CH:37][CH:36]=[CH:35][C:34]=1[CH:39]=O. (4) Given the product [C:4]([C:3]1[C:2]([F:1])=[CH:9][C:8]([NH:19][NH:18][C:17]([O:16][C:12]([CH3:15])([CH3:14])[CH3:13])=[O:20])=[CH:7][C:6]=1[F:11])#[N:5], predict the reactants needed to synthesize it. The reactants are: [F:1][C:2]1[CH:9]=[C:8](F)[CH:7]=[C:6]([F:11])[C:3]=1[C:4]#[N:5].[C:12]([O:16][C:17](=[O:20])[NH:18][NH2:19])([CH3:15])([CH3:14])[CH3:13].CCN(C(C)C)C(C)C. (5) Given the product [CH2:31]([NH:33][C:13]([C:11]1[CH:10]=[CH:9][C:8]2[N:4]([CH:1]([CH3:2])[CH3:3])[C:5]([NH:16][C:17]3[S:18][C:19]4[CH:25]=[C:24]([O:26][C:27]([F:28])([F:30])[F:29])[CH:23]=[CH:22][C:20]=4[N:21]=3)=[N:6][C:7]=2[CH:12]=1)=[O:14])[CH3:32], predict the reactants needed to synthesize it. The reactants are: [CH:1]([N:4]1[C:8]2[CH:9]=[CH:10][C:11]([C:13](O)=[O:14])=[CH:12][C:7]=2[N:6]=[C:5]1[NH:16][C:17]1[S:18][C:19]2[CH:25]=[C:24]([O:26][C:27]([F:30])([F:29])[F:28])[CH:23]=[CH:22][C:20]=2[N:21]=1)([CH3:3])[CH3:2].[CH2:31]([NH2:33])[CH3:32].CN(C(ON1N=NC2C=CC=CC1=2)=[N+](C)C)C.F[P-](F)(F)(F)(F)F.CCN(C(C)C)C(C)C. (6) Given the product [CH2:1]([C:3]1([CH2:28][CH3:29])[C:11]2[CH:10]=[C:9]3[NH:12][C:13]([C:14]4[CH:19]=[CH:18][C:17]([O:20][CH3:21])=[CH:16][CH:15]=4)=[N:23][C:8]3=[CH:7][C:6]=2[N:5]([CH3:26])[C:4]1=[O:27])[CH3:2], predict the reactants needed to synthesize it. The reactants are: [CH2:1]([C:3]1([CH2:28][CH3:29])[C:11]2[C:6](=[CH:7][C:8]([N+:23]([O-])=O)=[C:9]([NH:12][C:13](=O)[C:14]3[CH:19]=[CH:18][C:17]([O:20][CH3:21])=[CH:16][CH:15]=3)[CH:10]=2)[N:5]([CH3:26])[C:4]1=[O:27])[CH3:2]. (7) Given the product [CH2:1]([O:3][C:4](=[O:14])[CH2:5][CH2:6][C:7]1[CH:8]=[C:9]([OH:13])[CH:10]=[CH:11][C:12]=1[Cl:18])[CH3:2], predict the reactants needed to synthesize it. The reactants are: [CH2:1]([O:3][C:4](=[O:14])[CH2:5][CH2:6][C:7]1[CH:12]=[CH:11][CH:10]=[C:9]([OH:13])[CH:8]=1)[CH3:2].S(Cl)([Cl:18])(=O)=O. (8) The reactants are: Br[C:2]1[C:3]([O:12][CH3:13])=[CH:4][C:5]([O:10][CH3:11])=[C:6]([CH:9]=1)[CH:7]=[O:8].[O:14]1[CH:18]=[CH:17][CH2:16][CH2:15]1.C(=O)([O-])[O-].[Cs+].[Cs+]. Given the product [O:14]1[CH2:18][CH:17]=[CH:16][CH:15]1[C:2]1[C:3]([O:12][CH3:13])=[CH:4][C:5]([O:10][CH3:11])=[C:6]([CH:9]=1)[CH:7]=[O:8], predict the reactants needed to synthesize it.